Predict the product of the given reaction. From a dataset of Forward reaction prediction with 1.9M reactions from USPTO patents (1976-2016). (1) Given the reactants [CH:1]([CH:3]([CH2:8][CH3:9])[C:4](OC)=O)=[O:2].[NH2:10][C:11]1[NH:15][N:14]=[CH:13][C:12]=1[C:16]#[N:17], predict the reaction product. The product is: [CH2:8]([C:3]1[C:1](=[O:2])[N:15]2[N:14]=[CH:13][C:12]([C:16]#[N:17])=[C:11]2[NH:10][CH:4]=1)[CH3:9]. (2) Given the reactants [C:1]([O:5][C:6]([NH:8][C@H:9]([C:30]([O:32][CH3:33])=[O:31])[CH2:10][C:11]1[CH:16]=[CH:15][C:14]([CH:17]=[CH:18][CH2:19][C:20]2[CH:21]=[CH:22][C:23]3[O:24][CH2:25][CH2:26][NH:27][C:28]=3[N:29]=2)=[CH:13][CH:12]=1)=[O:7])([CH3:4])([CH3:3])[CH3:2], predict the reaction product. The product is: [C:1]([O:5][C:6]([NH:8][C@H:9]([C:30]([O:32][CH3:33])=[O:31])[CH2:10][C:11]1[CH:12]=[CH:13][C:14]([CH2:17][CH2:18][CH2:19][C:20]2[CH:21]=[CH:22][C:23]3[O:24][CH2:25][CH2:26][NH:27][C:28]=3[N:29]=2)=[CH:15][CH:16]=1)=[O:7])([CH3:4])([CH3:3])[CH3:2]. (3) The product is: [CH3:1][C:2]([CH3:7])=[CH:3][C:4]([O:6][CH2:11][CH:10]([CH3:12])[CH2:9][CH3:8])=[O:5]. Given the reactants [CH3:1][C:2]([CH3:7])=[CH:3][C:4]([OH:6])=[O:5].[CH3:8][CH2:9][CH:10]([CH2:12]O)[CH3:11].CC1C=CC=CC=1.O, predict the reaction product.